Predict the reactants needed to synthesize the given product. From a dataset of Full USPTO retrosynthesis dataset with 1.9M reactions from patents (1976-2016). (1) Given the product [F:14][C:9]1[CH:10]=[CH:11][CH:12]=[CH:13][C:8]=1[C:6]1[CH:7]=[C:2]([O:20][CH2:15][C:16]#[C:17][CH2:18][CH3:19])[N:3]=[CH:4][N:5]=1, predict the reactants needed to synthesize it. The reactants are: Cl[C:2]1[CH:7]=[C:6]([C:8]2[CH:13]=[CH:12][CH:11]=[CH:10][C:9]=2[F:14])[N:5]=[CH:4][N:3]=1.[CH2:15]([OH:20])[C:16]#[C:17][CH2:18][CH3:19].[H-].[Na+].O. (2) The reactants are: [Li+].[OH-].C([O:5][C:6]([C:8]1[N:21]([CH2:22][C:23]2[S:27][C:26]3[CH:28]=[C:29]([Cl:32])[CH:30]=[CH:31][C:25]=3[CH:24]=2)[C:11]2=[CH:12][N:13]=[C:14]([O:16][CH2:17][CH2:18][O:19][CH3:20])[CH:15]=[C:10]2[CH:9]=1)=[O:7])C.Cl. Given the product [Cl:32][C:29]1[CH:30]=[CH:31][C:25]2[CH:24]=[C:23]([CH2:22][N:21]3[C:11]4=[CH:12][N:13]=[C:14]([O:16][CH2:17][CH2:18][O:19][CH3:20])[CH:15]=[C:10]4[CH:9]=[C:8]3[C:6]([OH:7])=[O:5])[S:27][C:26]=2[CH:28]=1, predict the reactants needed to synthesize it.